Dataset: Full USPTO retrosynthesis dataset with 1.9M reactions from patents (1976-2016). Task: Predict the reactants needed to synthesize the given product. Given the product [Cl:22][C:5]1[C:6]([CH2:8][CH2:9][C:10]2[CH:15]=[CH:14][CH:13]=[CH:12][C:11]=2[CH:16]2[CH2:17][CH:18]2[C:49]([NH2:48])=[O:50])=[N:7][C:2]([NH:29][C:30]2[CH:34]=[C:33]([CH3:35])[NH:32][N:31]=2)=[N:3][CH:4]=1, predict the reactants needed to synthesize it. The reactants are: Cl[C:2]1[N:7]=[C:6]([CH2:8][CH2:9][C:10]2[CH:15]=[CH:14][CH:13]=[CH:12][C:11]=2[C:16]2(C(N)=O)[CH2:18][CH2:17]2)[C:5]([Cl:22])=[CH:4][N:3]=1.C([O-])([O-])=O.[Cs+].[Cs+].[NH2:29][C:30]1[CH:34]=[C:33]([CH3:35])[N:32](C(OC(C)(C)C)=O)[N:31]=1.NC1[N:48]([C:49](OC(C)(C)C)=[O:50])N=C(C)C=1.CC1(C)C2C(=C(P(C3C=CC=CC=3)C3C=CC=CC=3)C=CC=2)OC2C(P(C3C=CC=CC=3)C3C=CC=CC=3)=CC=CC1=2.C(O)(C(F)(F)F)=O.C([O-])([O-])=O.[Na+].[Na+].